Task: Predict the reactants needed to synthesize the given product.. Dataset: Full USPTO retrosynthesis dataset with 1.9M reactions from patents (1976-2016) (1) Given the product [Cl:14][C:11]1[N:10]=[C:9]2[C:8](=[CH:13][CH:12]=1)[CH:7]=[C:6]1[N:15]2[C@H:16]([CH3:26])[CH2:17][NH:18][C:19]1=[O:20], predict the reactants needed to synthesize it. The reactants are: C(OC([C:6]1[N:15]([C@H:16]([CH3:26])[CH2:17][NH:18][C:19](OC(C)(C)C)=[O:20])[C:9]2=[N:10][C:11]([Cl:14])=[CH:12][CH:13]=[C:8]2[CH:7]=1)=O)C.FC(F)(F)C(O)=O.C(=O)([O-])[O-].[K+].[K+]. (2) Given the product [Cl:1][C:2]1[CH:15]=[CH:14][CH:13]=[CH:12][C:3]=1[CH2:4][N:5]1[C:9]([CH3:10])=[C:8]([CH2:18][NH:19][CH3:21])[C:7]([CH3:11])=[N:6]1, predict the reactants needed to synthesize it. The reactants are: [Cl:1][C:2]1[CH:15]=[CH:14][CH:13]=[CH:12][C:3]=1[CH2:4][N:5]1[C:9]([CH3:10])=[CH:8][C:7]([CH3:11])=[N:6]1.C=O.[CH3:18][NH2:19].Cl.[CH3:21]O. (3) Given the product [CH3:1][O:2][C:3]1[CH:4]=[C:5]([CH:21]=[CH:22][C:23]=1[O:24][CH3:25])[CH2:6][CH:7]1[C:16]2[C:11](=[CH:12][C:13]([O:19][CH3:20])=[C:14]([O:17][CH3:18])[CH:15]=2)[CH2:10][CH2:9][N:8]1[CH2:27][C:28]([NH:31][CH:32]1[C:40]2[C:35](=[CH:36][C:37]([O:41][CH3:42])=[CH:38][CH:39]=2)[CH2:34][CH2:33]1)=[O:29], predict the reactants needed to synthesize it. The reactants are: [CH3:1][O:2][C:3]1[CH:4]=[C:5]([CH:21]=[CH:22][C:23]=1[O:24][CH3:25])[CH2:6][CH:7]1[C:16]2[C:11](=[CH:12][C:13]([O:19][CH3:20])=[C:14]([O:17][CH3:18])[CH:15]=2)[CH2:10][CH2:9][NH:8]1.Br[CH2:27][C:28](Br)=[O:29].[NH2:31][CH:32]1[C:40]2[C:35](=[CH:36][C:37]([O:41][CH3:42])=[CH:38][CH:39]=2)[CH2:34][CH2:33]1. (4) The reactants are: [CH:1]1([C:4]([C:6]2[CH:7]=[N:8][C:9]3[C:14]([C:15]=2[NH:16][C:17]2[CH:18]=[CH:19][C:20]([N:23]4[CH2:27][CH2:26][CH:25]([N:28](C)[C:29](=O)OC(C)(C)C)[CH2:24]4)=[N:21][CH:22]=2)=[CH:13][C:12]([C:37]2[CH:42]=[C:41]([Cl:43])[C:40]([OH:44])=[C:39]([Cl:45])[CH:38]=2)=[CH:11][CH:10]=3)=[O:5])[CH2:3][CH2:2]1.C(O)(C(F)(F)F)=O.[ClH:53]. Given the product [ClH:43].[ClH:53].[ClH:43].[CH:1]1([C:4]([C:6]2[CH:7]=[N:8][C:9]3[C:14]([C:15]=2[NH:16][C:17]2[CH:22]=[N:21][C:20]([N:23]4[CH2:27][CH2:26][CH:25]([NH:28][CH3:29])[CH2:24]4)=[CH:19][CH:18]=2)=[CH:13][C:12]([C:37]2[CH:38]=[C:39]([Cl:45])[C:40]([OH:44])=[C:41]([Cl:43])[CH:42]=2)=[CH:11][CH:10]=3)=[O:5])[CH2:3][CH2:2]1, predict the reactants needed to synthesize it. (5) Given the product [C:1]([C:3]1[CH:11]=[C:10]([F:12])[C:6]([C:7]([Cl:16])=[O:8])=[C:5]([F:13])[CH:4]=1)#[N:2], predict the reactants needed to synthesize it. The reactants are: [C:1]([C:3]1[CH:11]=[C:10]([F:12])[C:6]([C:7](O)=[O:8])=[C:5]([F:13])[CH:4]=1)#[N:2].S(Cl)([Cl:16])=O.